Dataset: Experimentally validated miRNA-target interactions with 360,000+ pairs, plus equal number of negative samples. Task: Binary Classification. Given a miRNA mature sequence and a target amino acid sequence, predict their likelihood of interaction. (1) The miRNA is hsa-miR-3161 with sequence CUGAUAAGAACAGAGGCCCAGAU. The protein sequence of the target gene is MTMGDMKTPDFDDLLAAFDIPDMVDPKAAIESGHDDHESHMKQNAHGEDDSHAPSSSDVGVSVIVKNVRNIDSSEGGEKDGHNPTGNGLHNGFLTASSLDSYSKDGAKSLKGDVPASEVTLKDSTFSQFSPISSAEEFDDDEKIEVDDPPDKEDMRSSFRSNVLTGSAPQQDYDKLKALGGENSSKTGLSTSGNVEKNKAVKRETEASSINLSVYEPFKVRKAEDKLKESSDKVLENRVLDGKLSSEKNDTSLPSVAPSKTKSSSKLSSCIAAIAALSAKKAASDSCKEPVANSRESSPL.... Result: 0 (no interaction). (2) The miRNA is hsa-miR-4510 with sequence UGAGGGAGUAGGAUGUAUGGUU. The protein sequence of the target gene is MAGWQSYVDNLMCDGCCQEAAIVGYCDAKYVWAATAGGVFQSITPVEIDMIVGKDREGFFTNGLTLGAKKCSVIRDSLYVDGDCTMDIRTKSQGGEPTYNVAVGRAGRVLVFVMGKEGVHGGGLNKKAYSMAKYLRDSGF. Result: 0 (no interaction). (3) The miRNA is hsa-miR-139-3p with sequence UGGAGACGCGGCCCUGUUGGAGU. The protein sequence of the target gene is MTVGKSSKMLQHIDYRMRCILQDGRIFIGTFKAFDKHMNLILCDCDEFRKIKPKNSKQAEREEKRVLGLVLLRGENLVSMTVEGPPPKDTGIARVPLAGAAGGPGIGRAAGRGIPAGVPMPQAPAGLAGPVRGVGGPSQQVMTPQGRGTVAAAAAAATASIAGAPTQYPPGRGGPPPPMGRGAPPPGMMGPPPGMRPPMGPPMGIPPGRGTPMGMPPPGMRPPPPGMRGPPPPGMRPPRP. Result: 0 (no interaction). (4) Result: 1 (interaction). The protein sequence of the target gene is MNSTGHLQDAPNATSLHVPHSQEGNSTSLQEGLQDLIHTATLVTCTFLLAVIFCLGSYGNFIVFLSFFDPAFRKFRTNFDFMILNLSFCDLFICGVTAPMFTFVLFFSSASSIPDAFCFTFHLTSSGFIIMSLKTVAVIALHRLRMVLGKQPNRTASFPCTVLLTLLLWATSFTLATLATLKTSKSHLCLPMSSLIAGKGKAILSLYVVDFTFCVAVVSVSYIMIAQTLRKNAQVRKCPPVITVDASRPQPFMGVPVQGGGDPIQCAMPALYRNQNYNKLQHVQTRGYTKSPNQLVTPAA.... The miRNA is hsa-miR-301a-3p with sequence CAGUGCAAUAGUAUUGUCAAAGC.